Dataset: Catalyst prediction with 721,799 reactions and 888 catalyst types from USPTO. Task: Predict which catalyst facilitates the given reaction. (1) Reactant: [CH:1]1([C:4]2[C:5]3[C:9]([CH:10]=[CH:11][CH:12]=2)=[N:8][N:7]2[C:13]([CH:18]4[CH2:23][CH2:22][N:21](C(OC(C)(C)C)=O)[CH2:20][CH2:19]4)=[CH:14][C:15](=[O:17])[NH:16][C:6]=32)[CH2:3][CH2:2]1.[ClH:31]. Product: [ClH:31].[CH:1]1([C:4]2[C:5]3[C:9]([CH:10]=[CH:11][CH:12]=2)=[N:8][N:7]2[C:13]([CH:18]4[CH2:23][CH2:22][NH:21][CH2:20][CH2:19]4)=[CH:14][C:15](=[O:17])[NH:16][C:6]=32)[CH2:2][CH2:3]1. The catalyst class is: 12. (2) Reactant: C[O:2][C:3]([C:5]1[CH:6]=[C:7]([Cl:32])[CH:8]=[C:9]2[C:14]=1[NH:13][CH:12]([C:15]1[CH:16]=[C:17]([C:21]3[CH:26]=[CH:25][C:24]([CH:27]([CH3:29])[CH3:28])=[CH:23][CH:22]=3)[CH:18]=[CH:19][CH:20]=1)[C:11]([CH3:31])([CH3:30])[CH2:10]2)=[O:4].[OH-].[Na+].Cl. Product: [Cl:32][C:7]1[CH:8]=[C:9]2[C:14](=[C:5]([C:3]([OH:4])=[O:2])[CH:6]=1)[NH:13][CH:12]([C:15]1[CH:16]=[C:17]([C:21]3[CH:22]=[CH:23][C:24]([CH:27]([CH3:28])[CH3:29])=[CH:25][CH:26]=3)[CH:18]=[CH:19][CH:20]=1)[C:11]([CH3:30])([CH3:31])[CH2:10]2. The catalyst class is: 364. (3) Reactant: [Br:1][C:2]1[CH:3]=[CH:4][C:5]([N:8]2[CH2:13][CH2:12][CH:11]([CH2:14][OH:15])[CH2:10][CH2:9]2)=[N:6][CH:7]=1.C(N(CC)CC)C.[S:23](Cl)([CH3:26])(=[O:25])=[O:24].O. Product: [CH3:26][S:23]([O:15][CH2:14][CH:11]1[CH2:10][CH2:9][N:8]([C:5]2[CH:4]=[CH:3][C:2]([Br:1])=[CH:7][N:6]=2)[CH2:13][CH2:12]1)(=[O:25])=[O:24]. The catalyst class is: 2. (4) The catalyst class is: 1. Reactant: [CH2:1]([OH:5])[CH2:2][CH2:3][OH:4].C(N(CC)CC)C.[C:13](Cl)(=[O:16])[CH:14]=[CH2:15]. Product: [C:13]([O:4][CH2:3][CH2:2][CH2:1][OH:5])(=[O:16])[CH:14]=[CH2:15]. (5) Reactant: Cl[CH2:2][CH2:3][CH2:4][S:5]([O:8][CH2:9][C:10]([CH3:32])([CH3:31])[C@@H:11]([O:23][CH2:24][C:25]1[CH:30]=[CH:29][CH:28]=[CH:27][CH:26]=1)[C:12]([O:14][CH2:15][CH2:16][N:17]1[CH2:22][CH2:21][O:20][CH2:19][CH2:18]1)=[O:13])(=[O:7])=[O:6].[N-:33]=[N+:34]=[N-:35].[Na+]. The catalyst class is: 16. Product: [N:33]([CH2:2][CH2:3][CH2:4][S:5]([O:8][CH2:9][C:10]([CH3:32])([CH3:31])[C@@H:11]([O:23][CH2:24][C:25]1[CH:30]=[CH:29][CH:28]=[CH:27][CH:26]=1)[C:12]([O:14][CH2:15][CH2:16][N:17]1[CH2:22][CH2:21][O:20][CH2:19][CH2:18]1)=[O:13])(=[O:7])=[O:6])=[N+:34]=[N-:35]. (6) Reactant: Br[C:2]1[N:7]=[C:6]([C:8]2[N:12]3[CH:13]=[CH:14][N:15]=[C:16]([N:17]4[CH2:22][CH2:21][N:20]([CH3:23])[CH2:19][CH2:18]4)[C:11]3=[N:10][CH:9]=2)[CH:5]=[CH:4][CH:3]=1.[Cl:24][C:25]1[CH:32]=[CH:31][CH:30]=[CH:29][C:26]=1[CH2:27][NH2:28].CN(C1C(C2C(P(C3CCCCC3)C3CCCCC3)=CC=CC=2)=CC=CC=1)C.CC([O-])(C)C.[Na+]. Product: [Cl:24][C:25]1[CH:32]=[CH:31][CH:30]=[CH:29][C:26]=1[CH2:27][NH:28][C:2]1[CH:3]=[CH:4][CH:5]=[C:6]([C:8]2[N:12]3[CH:13]=[CH:14][N:15]=[C:16]([N:17]4[CH2:22][CH2:21][N:20]([CH3:23])[CH2:19][CH2:18]4)[C:11]3=[N:10][CH:9]=2)[N:7]=1. The catalyst class is: 102.